Dataset: Catalyst prediction with 721,799 reactions and 888 catalyst types from USPTO. Task: Predict which catalyst facilitates the given reaction. (1) Reactant: Cl[C:2]1[N:7]=[C:6]([CH:8]=O)[CH:5]=[C:4]([O:10][CH2:11][CH2:12][O:13][CH3:14])[N:3]=1.[S:15]1[CH2:19][C:18](=[O:20])[NH:17][C:16]1=[O:21].[C:22]1([CH3:34])[CH:27]=[CH:26][C:25]([N:28]2[CH2:33][CH2:32][NH:31][CH2:30][CH2:29]2)=[CH:24][CH:23]=1. Product: [CH3:14][O:13][CH2:12][CH2:11][O:10][C:4]1[N:3]=[C:2]([N:31]2[CH2:32][CH2:33][N:28]([C:25]3[CH:26]=[CH:27][C:22]([CH3:34])=[CH:23][CH:24]=3)[CH2:29][CH2:30]2)[N:7]=[C:6](/[CH:8]=[C:19]2/[C:18](=[O:20])[NH:17][C:16](=[O:21])[S:15]/2)[CH:5]=1. The catalyst class is: 8. (2) Reactant: Br[C:2]1[CH:3]=[C:4]([OH:10])[C:5]([O:8][CH3:9])=[N:6][CH:7]=1.C([O-])(=O)C.[K+].[CH3:16][C:17]1([CH3:33])[C:21]([CH3:23])([CH3:22])[O:20][B:19]([B:19]2[O:20][C:21]([CH3:23])([CH3:22])[C:17]([CH3:33])([CH3:16])[O:18]2)[O:18]1.ClCCl. Product: [CH3:9][O:8][C:5]1[C:4]([OH:10])=[CH:3][C:2]([B:19]2[O:20][C:21]([CH3:23])([CH3:22])[C:17]([CH3:33])([CH3:16])[O:18]2)=[CH:7][N:6]=1. The catalyst class is: 12. (3) Reactant: C([N:8]([C@H:16]([C@@H:24]([OH:42])[CH2:25][C@@H:26]([NH:34][C:35]([O:37][C:38]([CH3:41])([CH3:40])[CH3:39])=[O:36])[CH2:27][C:28]1[CH:33]=[CH:32][CH:31]=[CH:30][CH:29]=1)[CH2:17][C:18]1[CH:23]=[CH:22][CH:21]=[CH:20][CH:19]=1)CC1C=CC=CC=1)C1C=CC=CC=1.C([O-])=O.[NH4+].C(O)(=O)C. Product: [NH2:8][C@H:16]([C@@H:24]([OH:42])[CH2:25][C@@H:26]([NH:34][C:35]([O:37][C:38]([CH3:40])([CH3:39])[CH3:41])=[O:36])[CH2:27][C:28]1[CH:29]=[CH:30][CH:31]=[CH:32][CH:33]=1)[CH2:17][C:18]1[CH:19]=[CH:20][CH:21]=[CH:22][CH:23]=1. The catalyst class is: 19. (4) Reactant: [C:1]([O:5][C:6](=[O:52])[C@@H:7]([NH:31][C:32](=[O:51])[NH:33][C@@H:34]([CH2:42][CH2:43][C:44]([O:46][C:47]([CH3:50])([CH3:49])[CH3:48])=[O:45])[C:35]([O:37][C:38]([CH3:41])([CH3:40])[CH3:39])=[O:36])[CH2:8][CH2:9][CH2:10][CH2:11][NH:12][C:13](=[O:30])[CH2:14][CH2:15][CH2:16][CH2:17][CH2:18][CH2:19][C:20](ON1C(=O)CCC1=O)=[O:21])([CH3:4])([CH3:3])[CH3:2].[NH2:53][C@@H:54]([CH2:58][CH2:59][CH2:60][CH2:61][N:62]([CH2:70][C:71]([O:73][C:74]([CH3:77])([CH3:76])[CH3:75])=[O:72])[CH2:63][C:64]1[CH:69]=[CH:68][CH:67]=[CH:66][N:65]=1)[C:55]([OH:57])=[O:56].CCN(C(C)C)C(C)C. Product: [C:74]([O:73][C:71](=[O:72])[CH2:70][N:62]([CH2:63][C:64]1[CH:69]=[CH:68][CH:67]=[CH:66][N:65]=1)[CH2:61][CH2:60][CH2:59][CH2:58][C@@H:54]([C:55]([OH:57])=[O:56])[NH:53][C:20](=[O:21])[CH2:19][CH2:18][CH2:17][CH2:16][CH2:15][CH2:14][C:13](=[O:30])[NH:12][CH2:11][CH2:10][CH2:9][CH2:8][C@@H:7]([C:6]([O:5][C:1]([CH3:4])([CH3:3])[CH3:2])=[O:52])[NH:31][C:32](=[O:51])[NH:33][C@H:34]([C:35]([O:37][C:38]([CH3:39])([CH3:40])[CH3:41])=[O:36])[CH2:42][CH2:43][C:44](=[O:45])[O:46][C:47]([CH3:49])([CH3:50])[CH3:48])([CH3:77])([CH3:76])[CH3:75]. The catalyst class is: 3. (5) Reactant: Cl[C:2]1[N:3]=[CH:4][C:5]2[N:10]=[N:9][N:8]([CH2:11][C:12]3[CH:13]=[C:14]4[C:19](=[CH:20][CH:21]=3)[N:18]=[CH:17][CH:16]=[CH:15]4)[C:6]=2[N:7]=1.[O:22]1[CH2:27][CH2:26][CH2:25][CH2:24][CH:23]1[O:28][CH2:29][CH2:30][N:31]1[CH:35]=[C:34](B2OC(C)(C)C(C)(C)O2)[CH:33]=[N:32]1.C([O-])([O-])=O.[Cs+].[Cs+].C(Cl)Cl. Product: [O:22]1[CH2:27][CH2:26][CH2:25][CH2:24][CH:23]1[O:28][CH2:29][CH2:30][N:31]1[CH:35]=[C:34]([C:2]2[N:3]=[CH:4][C:5]3[N:10]=[N:9][N:8]([CH2:11][C:12]4[CH:13]=[C:14]5[C:19](=[CH:20][CH:21]=4)[N:18]=[CH:17][CH:16]=[CH:15]5)[C:6]=3[N:7]=2)[CH:33]=[N:32]1. The catalyst class is: 149. (6) Reactant: [CH3:1][C:2]([O:5][C:6]([NH:8][C@H:9]1[CH2:14][CH2:13][CH2:12][N:11]([C:15]([O:17][CH2:18][C:19]2[CH:24]=[CH:23][CH:22]=[CH:21][CH:20]=2)=[O:16])[CH2:10]1)=[O:7])([CH3:4])[CH3:3].[H-].[Na+].Br[CH2:28][CH2:29][O:30][Si:31]([C:34]([CH3:37])([CH3:36])[CH3:35])([CH3:33])[CH3:32].O. Product: [Si:31]([O:30][CH2:29][CH2:28][N:8]([C:6]([O:5][C:2]([CH3:1])([CH3:3])[CH3:4])=[O:7])[C@H:9]1[CH2:14][CH2:13][CH2:12][N:11]([C:15]([O:17][CH2:18][C:19]2[CH:20]=[CH:21][CH:22]=[CH:23][CH:24]=2)=[O:16])[CH2:10]1)([C:34]([CH3:37])([CH3:36])[CH3:35])([CH3:33])[CH3:32]. The catalyst class is: 3. (7) Reactant: [CH3:1][O:2][C:3]([C:5]1[S:9][C:8]2[CH:10]=[CH:11][C:12]([OH:14])=[CH:13][C:7]=2[CH:6]=1)=[O:4].[CH:15]([N:18]1[CH2:23][CH2:22][CH:21](O)[CH2:20][CH2:19]1)([CH3:17])[CH3:16].C1(P(C2C=CC=CC=2)C2C=CC=CC=2)C=CC=CC=1.CC(OC(/N=N/C(OC(C)C)=O)=O)C. Product: [CH3:1][O:2][C:3]([C:5]1[S:9][C:8]2[CH:10]=[CH:11][C:12]([O:14][CH:21]3[CH2:22][CH2:23][N:18]([CH:15]([CH3:17])[CH3:16])[CH2:19][CH2:20]3)=[CH:13][C:7]=2[CH:6]=1)=[O:4]. The catalyst class is: 1.